This data is from TCR-epitope binding with 47,182 pairs between 192 epitopes and 23,139 TCRs. The task is: Binary Classification. Given a T-cell receptor sequence (or CDR3 region) and an epitope sequence, predict whether binding occurs between them. (1) The epitope is YLDAYNMMI. The TCR CDR3 sequence is CASSLNGGHYEQYF. Result: 1 (the TCR binds to the epitope). (2) The epitope is YYRRATRRIR. The TCR CDR3 sequence is CASSLGLAGPYNEQFF. Result: 0 (the TCR does not bind to the epitope). (3) Result: 0 (the TCR does not bind to the epitope). The TCR CDR3 sequence is CASGPLGGDNQPQHF. The epitope is LLSAGIFGA. (4) The epitope is YIFFASFYY. The TCR CDR3 sequence is CASSAPAGELFF. Result: 0 (the TCR does not bind to the epitope). (5) The epitope is GILGFVFTL. The TCR CDR3 sequence is CASSIFAHSSQPQHF. Result: 1 (the TCR binds to the epitope). (6) The epitope is ITEEVGHTDLMAAY. The TCR CDR3 sequence is CASSFSGVSTDTQYF. Result: 0 (the TCR does not bind to the epitope). (7) The epitope is RLQSLQTYV. The TCR CDR3 sequence is CASSQGDGANVLTF. Result: 1 (the TCR binds to the epitope).